The task is: Predict the product of the given reaction.. This data is from Forward reaction prediction with 1.9M reactions from USPTO patents (1976-2016). (1) Given the reactants [CH:1]1(/[CH:6]=[CH:7]\[C:8]2[CH:41]=[CH:40][CH:39]=[C:38]([CH3:42])[C:9]=2[O:10][C:11]2[CH:16]=[CH:15][C:14]([S:17]([CH2:20][CH3:21])(=[O:19])=[O:18])=[CH:13][C:12]=2[C:22]2[C:23]3[CH:32]=[C:31]([C:33]([NH:35][CH2:36][CH3:37])=[O:34])[NH:30][C:24]=3[C:25](=[O:29])[N:26]([CH3:28])[CH:27]=2)[CH2:5][CH2:4][CH2:3][CH2:2]1.C(O)(=O)C.[H][H], predict the reaction product. The product is: [CH:1]1([CH2:6][CH2:7][C:8]2[CH:41]=[CH:40][CH:39]=[C:38]([CH3:42])[C:9]=2[O:10][C:11]2[CH:16]=[CH:15][C:14]([S:17]([CH2:20][CH3:21])(=[O:19])=[O:18])=[CH:13][C:12]=2[C:22]2[C:23]3[CH:32]=[C:31]([C:33]([NH:35][CH2:36][CH3:37])=[O:34])[NH:30][C:24]=3[C:25](=[O:29])[N:26]([CH3:28])[CH:27]=2)[CH2:5][CH2:4][CH2:3][CH2:2]1. (2) Given the reactants [OH:1][CH2:2][CH2:3][CH2:4][N:5]1[C:13]2[C:12]([O:14][CH3:15])=[N:11][C:10]([N:16]3[CH:20]=[C:19]([C:21]([O:23][CH2:24][CH3:25])=[O:22])[CH:18]=[N:17]3)=[N:9][C:8]=2[CH:7]=[N:6]1.[C:26]1([C:32]2[CH:37]=[CH:36][C:35](O)=[CH:34][CH:33]=2)[CH:31]=[CH:30][CH:29]=[CH:28][CH:27]=1.C1(P(C2C=CC=CC=2)C2C=CC=CC=2)C=CC=CC=1.N(C(OC(C)C)=O)=NC(OC(C)C)=O, predict the reaction product. The product is: [C:26]1([C:32]2[CH:33]=[CH:34][CH:35]=[CH:36][CH:37]=2)[CH:31]=[CH:30][C:29]([O:1][CH2:2][CH2:3][CH2:4][N:5]2[C:13]3[C:12]([O:14][CH3:15])=[N:11][C:10]([N:16]4[CH:20]=[C:19]([C:21]([O:23][CH2:24][CH3:25])=[O:22])[CH:18]=[N:17]4)=[N:9][C:8]=3[CH:7]=[N:6]2)=[CH:28][CH:27]=1. (3) Given the reactants [O:1]=[C:2]1[CH2:7][CH2:6][N:5]([C:8]([O:10][C:11]([CH3:14])([CH3:13])[CH3:12])=[O:9])[CH2:4][CH2:3]1.[Li+].CC([N-]C(C)C)C.[CH:23]1([C:26](Cl)=[O:27])[CH2:25][CH2:24]1, predict the reaction product. The product is: [CH:23]1([C:26]([CH:7]2[C:2](=[O:1])[CH2:3][CH2:4][N:5]([C:8]([O:10][C:11]([CH3:14])([CH3:13])[CH3:12])=[O:9])[CH2:6]2)=[O:27])[CH2:25][CH2:24]1. (4) Given the reactants Br.Br[CH2:3][C:4]([C:6]1[CH:11]=[CH:10][N:9]=[C:8]([Cl:12])[CH:7]=1)=O.C([O-])(=O)C.[NH4+:17].[O:18]=[C:19]1[CH2:24][C:23](=O)[CH2:22][CH2:21][NH:20]1, predict the reaction product. The product is: [Cl:12][C:8]1[CH:7]=[C:6]([C:4]2[NH:17][C:23]3[CH2:22][CH2:21][NH:20][C:19](=[O:18])[C:24]=3[CH:3]=2)[CH:11]=[CH:10][N:9]=1. (5) Given the reactants [BH4-].[Li+].[CH2:3]([O:7][C:8]1[CH:9]=[C:10]([CH:15]=[CH:16][C:17]=1[I:18])[C:11](OC)=[O:12])[CH2:4][CH2:5][CH3:6].Cl, predict the reaction product. The product is: [CH2:3]([O:7][C:8]1[CH:9]=[C:10]([CH2:11][OH:12])[CH:15]=[CH:16][C:17]=1[I:18])[CH2:4][CH2:5][CH3:6]. (6) Given the reactants [Cl:1][C:2]1[CH:28]=[C:27]([Cl:29])[CH:26]=[CH:25][C:3]=1[CH2:4][O:5][CH2:6][C@H:7]1[O:11][CH:10]([O:12][CH3:13])[C:9](=[O:14])[C@@H:8]1[O:15][CH2:16][C:17]1[CH:22]=[CH:21][C:20]([Cl:23])=[CH:19][C:18]=1[Cl:24].[CH2:30]1COC[CH2:31]1, predict the reaction product. The product is: [Cl:1][C:2]1[CH:28]=[C:27]([Cl:29])[CH:26]=[CH:25][C:3]=1[CH2:4][O:5][CH2:6][C@H:7]1[O:11][CH:10]([O:12][CH3:13])[C@:9]([C:30]#[CH:31])([OH:14])[C@@H:8]1[O:15][CH2:16][C:17]1[CH:22]=[CH:21][C:20]([Cl:23])=[CH:19][C:18]=1[Cl:24].